Dataset: NCI-60 drug combinations with 297,098 pairs across 59 cell lines. Task: Regression. Given two drug SMILES strings and cell line genomic features, predict the synergy score measuring deviation from expected non-interaction effect. Drug 1: CC1=C(C(=CC=C1)Cl)NC(=O)C2=CN=C(S2)NC3=CC(=NC(=N3)C)N4CCN(CC4)CCO. Drug 2: C1CN1C2=NC(=NC(=N2)N3CC3)N4CC4. Cell line: TK-10. Synergy scores: CSS=45.0, Synergy_ZIP=-9.92, Synergy_Bliss=-4.65, Synergy_Loewe=-15.7, Synergy_HSA=-1.30.